The task is: Predict which catalyst facilitates the given reaction.. This data is from Catalyst prediction with 721,799 reactions and 888 catalyst types from USPTO. (1) Reactant: [Br:1][C:2]1[CH:7]=[C:6]([C:8]2([CH3:11])[CH2:10][NH:9]2)[C:5]([F:12])=[CH:4][N:3]=1.P(C1C=CC=CC=1)(C1C=CC=CC=1)(C1C=CC=CC=1)=O.[N+:33]([C:36]1[CH:41]=[CH:40][CH:39]=[CH:38][C:37]=1[S:42](Cl)(=[O:44])=[O:43])([O-:35])=[O:34].CN1CCOCC1. Product: [Br:1][C:2]1[CH:7]=[C:6]([C:8]2([CH3:11])[CH2:10][N:9]2[S:42]([C:37]2[CH:38]=[CH:39][CH:40]=[CH:41][C:36]=2[N+:33]([O-:35])=[O:34])(=[O:43])=[O:44])[C:5]([F:12])=[CH:4][N:3]=1. The catalyst class is: 20. (2) Reactant: [NH:1]1[C:10]2[C:5](=[CH:6][CH:7]=[CH:8][CH:9]=2)[C:4](=[O:11])[CH2:3][CH2:2]1.[CH3:12][S:13](Cl)(=[O:15])=[O:14]. Product: [CH3:12][S:13]([N:1]1[C:10]2[C:5](=[CH:6][CH:7]=[CH:8][CH:9]=2)[C:4](=[O:11])[CH2:3][CH2:2]1)(=[O:15])=[O:14]. The catalyst class is: 17. (3) Reactant: [C:1]([O:8][CH3:9])(=[O:7])[CH2:2][C:3]([O:5][CH3:6])=[O:4].[H-].[Na+].[C:12]([O:16][C:17]([N:19]1[CH2:23][CH:22]=[C:21]([CH2:24]OC(=O)C)[CH2:20]1)=[O:18])([CH3:15])([CH3:14])[CH3:13]. Product: [CH3:6][O:5][C:3](=[O:4])[CH:2]([CH2:24][C:21]1[CH2:20][N:19]([C:17]([O:16][C:12]([CH3:15])([CH3:14])[CH3:13])=[O:18])[CH2:23][CH:22]=1)[C:1]([O:8][CH3:9])=[O:7]. The catalyst class is: 116. (4) Reactant: [CH3:1][CH:2]([CH2:6][CH:7]=[CH2:8])[C:3](=[O:5])[CH3:4].Br[CH2:10][C:11]([O:13][CH3:14])=[O:12].OCC(CO)O.[Cl-].N. Product: [CH3:4][C:3]([OH:5])([CH:2]([CH3:1])[CH2:6][CH:7]=[CH2:8])[CH2:10][C:11]([O:13][CH3:14])=[O:12]. The catalyst class is: 7.